Dataset: Retrosynthesis with 50K atom-mapped reactions and 10 reaction types from USPTO. Task: Predict the reactants needed to synthesize the given product. (1) Given the product CCOC(=O)C(=C1SC(=S)N(CC(=O)O)C1=O)c1csc(NC(=O)Nc2c(C)cccc2C)n1, predict the reactants needed to synthesize it. The reactants are: CCOC(=O)C(=O)c1csc(NC(=O)Nc2c(C)cccc2C)n1.O=C(O)CN1C(=O)CSC1=S. (2) Given the product CCOC(=O)c1ccc(C(CC(C)C)Nc2cc3ccccc3nc2C)cc1, predict the reactants needed to synthesize it. The reactants are: CCOC(=O)c1ccc(C(CC(C)C)OS(C)(=O)=O)cc1.Cc1nc2ccccc2cc1N.